Task: Predict the reactants needed to synthesize the given product.. Dataset: Full USPTO retrosynthesis dataset with 1.9M reactions from patents (1976-2016) Given the product [Cl:31][C:18]1[C:19]([C:20]([O:22][CH3:23])=[O:21])=[CH:24][C:25]([CH2:26][CH2:27][O:28][CH2:29][CH3:30])=[C:16]2[C:17]=1[CH:32]=[CH:33][NH:15]2, predict the reactants needed to synthesize it. The reactants are: ClC1C(C(OC)=O)=CC=C2C=1C=CN2.[NH2:15][C:16]1[C:25]([CH2:26][CH2:27][O:28][CH2:29][CH3:30])=[CH:24][C:19]([C:20]([O:22][CH3:23])=[O:21])=[C:18]([Cl:31])[C:17]=1[C:32]#[CH:33].